From a dataset of Retrosynthesis with 50K atom-mapped reactions and 10 reaction types from USPTO. Predict the reactants needed to synthesize the given product. (1) Given the product Nc1cccc(-c2ncnc3[nH]cc(Br)c23)c1, predict the reactants needed to synthesize it. The reactants are: O=[N+]([O-])c1cccc(-c2ncnc3[nH]cc(Br)c23)c1. (2) Given the product COc1cc2c(NCC3CCOCC3)c([N+](=O)[O-])cnc2cc1-c1c(C)noc1C, predict the reactants needed to synthesize it. The reactants are: COc1cc2c(Cl)c([N+](=O)[O-])cnc2cc1-c1c(C)noc1C.NCC1CCOCC1. (3) Given the product CCOC(=O)CSCc1cnc(C)c2c1COC(C)(C)O2, predict the reactants needed to synthesize it. The reactants are: CCOC(=O)CBr.Cc1ncc(CS)c2c1OC(C)(C)OC2. (4) Given the product COc1ccc2[nH]c(S(=O)Cc3nccc(N4CCOCC4)c3Cl)nc2c1, predict the reactants needed to synthesize it. The reactants are: COc1ccc2[nH]c(SCc3nccc(N4CCOCC4)c3Cl)nc2c1.O=C(OO)c1cccc(Cl)c1. (5) Given the product COC(=O)C[C@@H]1COc2cc(NCc3ccc(C)c(-c4c(C)nn(C(F)F)c4C)c3C)ccc21, predict the reactants needed to synthesize it. The reactants are: COC(=O)C[C@@H]1COc2cc(NCc3ccc(C)c(Br)c3C)ccc21.Cc1nn(C(F)F)c(C)c1B1OC(C)(C)C(C)(C)O1. (6) Given the product O=C1NC(=S)SC1=Cc1ccc(OCc2cccc3ccccc23)cc1, predict the reactants needed to synthesize it. The reactants are: O=C1CSC(=S)N1.O=Cc1ccc(OCc2cccc3ccccc23)cc1.